This data is from Forward reaction prediction with 1.9M reactions from USPTO patents (1976-2016). The task is: Predict the product of the given reaction. (1) The product is: [CH2:30]([N:15]([C:12]1[C:11]([CH3:27])=[CH:10][C:9]2[C:8]([CH3:28])([CH3:29])[CH2:7][CH:6]=[C:5]([C:1]([CH3:4])([CH3:3])[CH3:2])[C:14]=2[CH:13]=1)[C:16]1[CH:17]=[CH:18][C:19]([C:20]([O:22][CH2:23][CH3:24])=[O:21])=[CH:25][CH:26]=1)[CH3:31]. Given the reactants [C:1]([C:5]1[C:14]2[CH:13]=[C:12]([NH:15][C:16]3[CH:26]=[CH:25][C:19]([C:20]([O:22][CH2:23][CH3:24])=[O:21])=[CH:18][CH:17]=3)[C:11]([CH3:27])=[CH:10][C:9]=2[C:8]([CH3:29])([CH3:28])[CH2:7][CH:6]=1)([CH3:4])([CH3:3])[CH3:2].[CH:30](=O)[CH3:31], predict the reaction product. (2) Given the reactants [ClH:1].O1CCOCC1.[Cl:8][C:9]1[CH:14]=[CH:13][C:12]([C@H:15]([C:28]([N:30]2[CH2:35][CH2:34][N:33]([C:36]3[C:37]4[C@H:44]([CH3:45])[CH2:43][CH2:42][C:38]=4[N:39]=[CH:40][N:41]=3)[CH2:32][CH2:31]2)=[O:29])[CH2:16][N:17]([CH:25]([CH3:27])[CH3:26])C(=O)OC(C)(C)C)=[CH:11][CH:10]=1, predict the reaction product. The product is: [ClH:8].[ClH:1].[Cl:8][C:9]1[CH:14]=[CH:13][C:12]([C@@H:15]([CH2:16][NH:17][CH:25]([CH3:27])[CH3:26])[C:28]([N:30]2[CH2:35][CH2:34][N:33]([C:36]3[C:37]4[C@H:44]([CH3:45])[CH2:43][CH2:42][C:38]=4[N:39]=[CH:40][N:41]=3)[CH2:32][CH2:31]2)=[O:29])=[CH:11][CH:10]=1. (3) Given the reactants [CH2:1]([NH:8][C:9](=[O:19])[CH2:10][NH:11]C(OC(C)(C)C)=O)[C:2]1[CH:7]=[CH:6][CH:5]=[CH:4][CH:3]=1.FC(F)(F)C(O)=O.C(=O)(O)[O-].[Na+], predict the reaction product. The product is: [NH3:8].[NH2:11][CH2:10][C:9]([NH:8][CH2:1][C:2]1[CH:7]=[CH:6][CH:5]=[CH:4][CH:3]=1)=[O:19]. (4) Given the reactants Br[CH2:2][CH2:3][CH2:4][CH2:5][N:6]1[C:18]2[CH:17]=[CH:16][CH:15]=[CH:14][C:13]=2[C:12]2[C:7]1=[CH:8][CH:9]=[CH:10][CH:11]=2.[C:19]([O-:22])(=[O:21])[CH3:20].[K+], predict the reaction product. The product is: [C:19]([O:22][CH2:2][CH2:3][CH2:4][CH2:5][N:6]1[C:18]2[CH:17]=[CH:16][CH:15]=[CH:14][C:13]=2[C:12]2[C:7]1=[CH:8][CH:9]=[CH:10][CH:11]=2)(=[O:21])[CH3:20]. (5) Given the reactants [H-].[Al+3].[Li+].[H-].[H-].[H-].[O:7]1[C:11]2[CH:12]=[CH:13][CH:14]=[CH:15][C:10]=2[C:9]([CH2:16][C:17]([N:19]2[CH2:24][CH2:23][CH:22]([C:25]([NH:27][CH3:28])=O)[CH2:21][CH2:20]2)=O)=[CH:8]1.O.[OH-].[Na+], predict the reaction product. The product is: [O:7]1[C:11]2[CH:12]=[CH:13][CH:14]=[CH:15][C:10]=2[C:9]([CH2:16][CH2:17][N:19]2[CH2:20][CH2:21][CH:22]([CH2:25][NH:27][CH3:28])[CH2:23][CH2:24]2)=[CH:8]1. (6) Given the reactants C(OC([NH:8][C:9]1[CH:14]=[C:13]([CH3:15])[CH:12]=[C:11]([O:16][CH2:17][CH2:18][C:19]2[CH:24]=[CH:23][C:22]([C:25]#[N:26])=[CH:21][CH:20]=2)[CH:10]=1)=O)(C)(C)C, predict the reaction product. The product is: [NH2:8][C:9]1[CH:14]=[C:13]([CH3:15])[CH:12]=[C:11]([O:16][CH2:17][CH2:18][C:19]2[CH:20]=[CH:21][C:22]([C:25]#[N:26])=[CH:23][CH:24]=2)[CH:10]=1. (7) Given the reactants [NH2:1][C:2]1[CH:22]=[CH:21][CH:20]=[C:19](OC)[C:3]=1[CH2:4][NH:5][CH:6]1[CH2:11][CH2:10][N:9]([CH2:12][C:13]2[CH:18]=[CH:17][CH:16]=[CH:15][CH:14]=2)[CH2:8][CH2:7]1.[C:25](C1NC=CN=1)(C1NC=CN=1)=[O:26].[O:37]1CCC[CH2:38]1, predict the reaction product. The product is: [CH2:12]([N:9]1[CH2:10][CH2:11][CH:6]([N:5]2[CH2:4][C:3]3[C:2](=[C:22]([O:37][CH3:38])[CH:21]=[CH:20][CH:19]=3)[NH:1][C:25]2=[O:26])[CH2:7][CH2:8]1)[C:13]1[CH:18]=[CH:17][CH:16]=[CH:15][CH:14]=1.